This data is from Tyrosyl-DNA phosphodiesterase HTS with 341,365 compounds. The task is: Binary Classification. Given a drug SMILES string, predict its activity (active/inactive) in a high-throughput screening assay against a specified biological target. The molecule is O(C(=O)c1c(n(CCC(=O)NCc2ccc(OC)cc2)c(c1)c1ccc(OC)cc1)C)CC. The result is 0 (inactive).